This data is from Full USPTO retrosynthesis dataset with 1.9M reactions from patents (1976-2016). The task is: Predict the reactants needed to synthesize the given product. (1) Given the product [NH2:14][C:13]1[N:44]=[C:32]([C:31]2[CH:36]=[C:27]([O:26][CH2:25][C@H:24]([NH:23][C:21](=[O:22])[O:20][C:16]([CH3:19])([CH3:18])[CH3:17])[CH2:37][CH3:38])[CH:28]=[N:29][CH:30]=2)[CH:15]=[C:5]2[C:6]=1[CH:7]=[N:8][C:9]1[CH:10]=[C:11]([OH:12])[C:2]([OH:1])=[CH:3][C:4]2=1, predict the reactants needed to synthesize it. The reactants are: [OH:1][C:2]1[CH:3]=[C:4]2[C:9](=[CH:10][C:11]=1[OH:12])[N:8]=[CH:7][C:6]([C:13]#[N:14])=[C:5]2[CH3:15].[C:16]([O:20][C:21]([NH:23][C@H:24]([CH2:37][CH3:38])[CH2:25][O:26][C:27]1[CH:28]=[N:29][CH:30]=[C:31]([CH:36]=1)[C:32](OC)=O)=[O:22])([CH3:19])([CH3:18])[CH3:17].[Li+].C[Si]([N-:44][Si](C)(C)C)(C)C. (2) Given the product [Cl:15][C:13]1[CH:12]=[CH:11][C:10]([OH:14])=[CH:9][C:8]=1[O:1][C:2]1[CH:3]=[CH:4][CH:5]=[CH:6][CH:7]=1, predict the reactants needed to synthesize it. The reactants are: [O:1]([C:8]1[CH:9]=[C:10]([OH:14])[CH:11]=[CH:12][CH:13]=1)[C:2]1[CH:7]=[CH:6][CH:5]=[CH:4][CH:3]=1.[Cl:15]N1C(=O)CCC1=O. (3) Given the product [F:22][C:19]1[CH:20]=[CH:21][C:16]([NH:15][C:4]2[CH:3]=[C:2]([NH:28][C:27]3[CH:29]=[CH:30][CH:31]=[CH:32][C:26]=3[N+:23]([O-:25])=[O:24])[CH:14]=[CH:13][C:5]=2[C:6]([O:8][C:9]([CH3:12])([CH3:11])[CH3:10])=[O:7])=[CH:17][CH:18]=1, predict the reactants needed to synthesize it. The reactants are: Br[C:2]1[CH:14]=[CH:13][C:5]([C:6]([O:8][C:9]([CH3:12])([CH3:11])[CH3:10])=[O:7])=[C:4]([NH:15][C:16]2[CH:21]=[CH:20][C:19]([F:22])=[CH:18][CH:17]=2)[CH:3]=1.[N+:23]([C:26]1[CH:32]=[CH:31][CH:30]=[CH:29][C:27]=1[NH2:28])([O-:25])=[O:24].C(=O)([O-])[O-].[Cs+].[Cs+].C(O)(=O)CC(CC(O)=O)(C(O)=O)O. (4) The reactants are: [Br:1][CH2:2][CH2:3][CH2:4][CH2:5][CH2:6][CH2:7][CH2:8][CH2:9][CH:10]=O.Cl.[NH2:13][CH2:14][C@@H:15]([C:17]1[C:25]2[S:24][C:23](=[O:26])[NH:22][C:21]=2[C:20]([OH:27])=[CH:19][CH:18]=1)[OH:16].C(O[BH-](OC(=O)C)OC(=O)C)(=O)C.[Na+].[C:42](O[C:42]([O:44][C:45]([CH3:48])([CH3:47])[CH3:46])=[O:43])([O:44][C:45]([CH3:48])([CH3:47])[CH3:46])=[O:43]. Given the product [Br:1][CH2:2][CH2:3][CH2:4][CH2:5][CH2:6][CH2:7][CH2:8][CH2:9][CH2:10][N:13]([CH2:14][C@H:15]([OH:16])[C:17]1[C:25]2[S:24][C:23](=[O:26])[NH:22][C:21]=2[C:20]([OH:27])=[CH:19][CH:18]=1)[C:42](=[O:43])[O:44][C:45]([CH3:48])([CH3:47])[CH3:46], predict the reactants needed to synthesize it.